Dataset: NCI-60 drug combinations with 297,098 pairs across 59 cell lines. Task: Regression. Given two drug SMILES strings and cell line genomic features, predict the synergy score measuring deviation from expected non-interaction effect. (1) Drug 1: CCCS(=O)(=O)NC1=C(C(=C(C=C1)F)C(=O)C2=CNC3=C2C=C(C=N3)C4=CC=C(C=C4)Cl)F. Drug 2: CCCS(=O)(=O)NC1=C(C(=C(C=C1)F)C(=O)C2=CNC3=C2C=C(C=N3)C4=CC=C(C=C4)Cl)F. Cell line: SK-OV-3. Synergy scores: CSS=-1.98, Synergy_ZIP=0.492, Synergy_Bliss=0.933, Synergy_Loewe=-0.657, Synergy_HSA=-0.415. (2) Drug 1: CN(C)N=NC1=C(NC=N1)C(=O)N. Drug 2: CN(C(=O)NC(C=O)C(C(C(CO)O)O)O)N=O. Cell line: 786-0. Synergy scores: CSS=-1.81, Synergy_ZIP=-0.646, Synergy_Bliss=-1.46, Synergy_Loewe=-1.99, Synergy_HSA=-1.59.